Dataset: Experimentally validated miRNA-target interactions with 360,000+ pairs, plus equal number of negative samples. Task: Binary Classification. Given a miRNA mature sequence and a target amino acid sequence, predict their likelihood of interaction. The miRNA is hsa-miR-512-5p with sequence CACUCAGCCUUGAGGGCACUUUC. The protein sequence of the target gene is MELLGEYVGQEGKPQKLRVSCEAPGDGDPFQGLLSGVAQMKDMVTELFDPLVQGEVQHRVAAAPDEDLDGDDEDDAEDENNIDNRTNFDGPSAKRPKTPS. Result: 1 (interaction).